This data is from Peptide-MHC class II binding affinity with 134,281 pairs from IEDB. The task is: Regression. Given a peptide amino acid sequence and an MHC pseudo amino acid sequence, predict their binding affinity value. This is MHC class II binding data. (1) The peptide sequence is WVFSSVQPPKVPILL. The MHC is H-2-IAb with pseudo-sequence H-2-IAb. The binding affinity (normalized) is 0.669. (2) The peptide sequence is NAAYNAADHAAPEDK. The MHC is DRB1_0301 with pseudo-sequence DRB1_0301. The binding affinity (normalized) is 0.0616. (3) The peptide sequence is QGEPGRVIRGKKGAG. The MHC is DRB1_1001 with pseudo-sequence DRB1_1001. The binding affinity (normalized) is 0.168. (4) The peptide sequence is SQDLRLSWNLNGLQAY. The MHC is DRB1_0401 with pseudo-sequence DRB1_0401. The binding affinity (normalized) is 0.649. (5) The peptide sequence is SVAYKAAVGATPEAK. The MHC is DRB1_1501 with pseudo-sequence DRB1_1501. The binding affinity (normalized) is 0.439.